This data is from Forward reaction prediction with 1.9M reactions from USPTO patents (1976-2016). The task is: Predict the product of the given reaction. (1) Given the reactants Cl.C[O:3][C:4](=[O:8])[CH2:5][CH2:6][NH2:7].[H-].[Na+].Br[CH2:12][C:13]1[CH:14]=[CH:15][C:16]2[O:20][C:19]([C:21]3[CH:26]=[CH:25][C:24]([C:27]4[CH:32]=[CH:31][CH:30]=[CH:29][CH:28]=4)=[C:23]([C:33]([F:36])([F:35])[F:34])[CH:22]=3)=[N:18][C:17]=2[CH:37]=1.[Li+].[OH-], predict the reaction product. The product is: [F:35][C:33]([F:34])([F:36])[C:23]1[CH:22]=[C:21]([C:19]2[O:20][C:16]3[CH:15]=[CH:14][C:13]([CH2:12][NH:7][CH2:6][CH2:5][C:4]([OH:3])=[O:8])=[CH:37][C:17]=3[N:18]=2)[CH:26]=[CH:25][C:24]=1[C:27]1[CH:32]=[CH:31][CH:30]=[CH:29][CH:28]=1. (2) Given the reactants Br[C:2]1[N:9]=[CH:8][CH:7]=[C:6]([Cl:10])[C:3]=1[CH:4]=[O:5].[C:11]12[CH2:23][CH2:22][CH2:21][CH2:20][C:19]=1[S:18][C:17]1[C:16](=[O:24])[NH:15][N:14]=[CH:13][C:12]2=1.C([O-])([O-])=O.[K+].[K+].COC1C2C(=C3C(=CC=2)C(OC)=CC=N3)N=CC=1, predict the reaction product. The product is: [Cl:10][C:6]1[CH:7]=[CH:8][N:9]=[C:2]([N:15]2[C:16](=[O:24])[C:17]3[S:18][C:19]4[CH2:20][CH2:21][CH2:22][CH2:23][C:11]=4[C:12]=3[CH:13]=[N:14]2)[C:3]=1[CH:4]=[O:5]. (3) Given the reactants [C:1]([O:5][C:6]([N:8]1[CH2:12][C@@H:11]([CH2:13][N:14]([CH:31]([CH3:33])[CH3:32])[C:15](=[O:30])[C:16]2[CH:21]=[CH:20][C:19]([O:22][CH3:23])=[C:18]([O:24][CH2:25][CH2:26][CH2:27][O:28][CH3:29])[CH:17]=2)[C@H:10]([CH2:34][CH:35]([C:38]([O:40]CC)=[O:39])[CH2:36][CH3:37])[CH2:9]1)=[O:7])([CH3:4])([CH3:3])[CH3:2].CC#N.O, predict the reaction product. The product is: [C:1]([O:5][C:6]([N:8]1[CH2:12][C@@H:11]([CH2:13][N:14]([CH:31]([CH3:32])[CH3:33])[C:15](=[O:30])[C:16]2[CH:21]=[CH:20][C:19]([O:22][CH3:23])=[C:18]([O:24][CH2:25][CH2:26][CH2:27][O:28][CH3:29])[CH:17]=2)[C@H:10]([CH2:34][CH:35]([C:38]([OH:40])=[O:39])[CH2:36][CH3:37])[CH2:9]1)=[O:7])([CH3:2])([CH3:4])[CH3:3]. (4) Given the reactants Br[C:2]1([C:8]([OH:10])=[O:9])[CH:7]=[CH:6][CH:5]=[CH:4][NH:3]1.C([O-])([O-])=O.[Na+].[Na+].[F:17][C:18]1[CH:23]=[CH:22][C:21](B2OCC(C)(C)CO2)=[CH:20][CH:19]=1.CCO, predict the reaction product. The product is: [F:17][C:18]1[CH:23]=[CH:22][C:21]([C:4]2[N:3]=[C:2]([C:8]([OH:10])=[O:9])[CH:7]=[CH:6][CH:5]=2)=[CH:20][CH:19]=1. (5) Given the reactants [CH3:1][N:2]([CH2:4][CH:5]1[CH2:14][CH2:13][C:12]2[C:7](=[CH:8][CH:9]=[CH:10][CH:11]=2)[C:6]1=[O:15])[CH3:3].[Mg].[CH3:17][O:18][C:19]1[CH:20]=[C:21]([CH:24]=[CH:25][CH:26]=1)[CH2:22]Cl.[Cl-].[NH4+], predict the reaction product. The product is: [CH3:3][N:2]([CH2:4][CH:5]1[CH2:14][CH2:13][C:12]2[C:7](=[CH:8][CH:9]=[CH:10][CH:11]=2)[C:6]1([CH2:22][C:21]1[CH:24]=[CH:25][CH:26]=[C:19]([O:18][CH3:17])[CH:20]=1)[OH:15])[CH3:1]. (6) Given the reactants [Cl:1][C:2]1[CH:3]=[C:4]([S:9]([NH:12][C:13]2[C:18]([O:19][CH3:20])=[CH:17][N:16]=[C:15]([Cl:21])[N:14]=2)(=[O:11])=[O:10])[CH:5]=[CH:6][C:7]=1Cl.[Cl:22]C1C=C(S(N)(=O)=O)C=C(Cl)C=1.ClC1C=C(S(N)(=O)=O)C=CC=1Cl, predict the reaction product. The product is: [Cl:22][C:6]1[CH:5]=[C:4]([S:9]([NH:12][C:13]2[C:18]([O:19][CH3:20])=[CH:17][N:16]=[C:15]([Cl:21])[N:14]=2)(=[O:11])=[O:10])[CH:3]=[C:2]([Cl:1])[CH:7]=1. (7) Given the reactants [F:1][C:2]([F:19])([F:18])[C:3]([NH:5][C@H:6]1[C:15]2[C:10](=[CH:11][CH:12]=[C:13]([F:16])[CH:14]=2)[C@H:9]([OH:17])[CH2:8][CH2:7]1)=[O:4].N1C=CN=C1.[Si:25](Cl)([C:38]([CH3:41])([CH3:40])[CH3:39])([C:32]1[CH:37]=[CH:36][CH:35]=[CH:34][CH:33]=1)[C:26]1[CH:31]=[CH:30][CH:29]=[CH:28][CH:27]=1, predict the reaction product. The product is: [Si:25]([O:17][C@H:9]1[C:10]2[C:15](=[CH:14][C:13]([F:16])=[CH:12][CH:11]=2)[C@H:6]([NH:5][C:3](=[O:4])[C:2]([F:1])([F:18])[F:19])[CH2:7][CH2:8]1)([C:38]([CH3:41])([CH3:40])[CH3:39])([C:32]1[CH:33]=[CH:34][CH:35]=[CH:36][CH:37]=1)[C:26]1[CH:31]=[CH:30][CH:29]=[CH:28][CH:27]=1. (8) Given the reactants [CH3:1][C:2]1[CH:7]=[C:6]([C:8](=[O:17])[NH:9][CH:10]2[CH2:15][CH2:14][N:13]([CH3:16])[CH2:12][CH2:11]2)[CH:5]=[CH:4][C:3]=1[C:18]1[CH:23]=[CH:22][C:21]([CH2:24][C@H:25]([NH:42][C:43]([C@H:45]2[CH2:50][CH2:49][C@H:48]([CH2:51][NH:52]C(=O)OC(C)(C)C)[CH2:47][CH2:46]2)=[O:44])[C:26](=[O:41])[NH:27][C:28]2[CH:40]=[CH:39][C:31]3[NH:32][C:33]([C:35]([F:38])([F:37])[F:36])=[N:34][C:30]=3[CH:29]=2)=[CH:20][CH:19]=1.[ClH:60], predict the reaction product. The product is: [ClH:60].[NH2:52][CH2:51][C@H:48]1[CH2:47][CH2:46][C@H:45]([C:43]([NH:42][C@H:25]([C:26](=[O:41])[NH:27][C:28]2[CH:40]=[CH:39][C:31]3[NH:32][C:33]([C:35]([F:37])([F:38])[F:36])=[N:34][C:30]=3[CH:29]=2)[CH2:24][C:21]2[CH:20]=[CH:19][C:18]([C:3]3[CH:4]=[CH:5][C:6]([C:8]([NH:9][CH:10]4[CH2:15][CH2:14][N:13]([CH3:16])[CH2:12][CH2:11]4)=[O:17])=[CH:7][C:2]=3[CH3:1])=[CH:23][CH:22]=2)=[O:44])[CH2:50][CH2:49]1. (9) Given the reactants [C:1]1([S:7]([N:10]2[C:18]3[C:13](=[C:14]([N:19]4[CH2:24][CH2:23][NH:22][CH2:21][CH2:20]4)[CH:15]=[CH:16][CH:17]=3)[CH:12]=[CH:11]2)(=[O:9])=[O:8])[CH:6]=[CH:5][CH:4]=[CH:3][CH:2]=1.I.CS[C:28]1[NH:29][CH2:30][CH2:31][N:32]=1.C(N(CC)C(C)C)(C)C, predict the reaction product. The product is: [NH:32]1[CH2:31][CH2:30][N:29]=[C:28]1[N:22]1[CH2:23][CH2:24][N:19]([C:14]2[CH:15]=[CH:16][CH:17]=[C:18]3[C:13]=2[CH:12]=[CH:11][N:10]3[S:7]([C:1]2[CH:2]=[CH:3][CH:4]=[CH:5][CH:6]=2)(=[O:9])=[O:8])[CH2:20][CH2:21]1. (10) Given the reactants [C:1]1([C:7]2[CH:8]=[CH:9][C:10]([N:13]3[CH2:18][CH2:17][N:16](C(OC(C)(C)C)=O)[CH2:15][CH2:14]3)=[N:11][CH:12]=2)[CH:6]=[CH:5][CH:4]=[CH:3][CH:2]=1.CO.Cl, predict the reaction product. The product is: [C:1]1([C:7]2[CH:8]=[CH:9][C:10]([N:13]3[CH2:18][CH2:17][NH:16][CH2:15][CH2:14]3)=[N:11][CH:12]=2)[CH:2]=[CH:3][CH:4]=[CH:5][CH:6]=1.